Dataset: Aqueous solubility values for 9,982 compounds from the AqSolDB database. Task: Regression/Classification. Given a drug SMILES string, predict its absorption, distribution, metabolism, or excretion properties. Task type varies by dataset: regression for continuous measurements (e.g., permeability, clearance, half-life) or binary classification for categorical outcomes (e.g., BBB penetration, CYP inhibition). For this dataset (solubility_aqsoldb), we predict Y. The molecule is N#Cc1c(O)[nH]c(Cl)cc1=O. The Y is -1.23 log mol/L.